Predict the reaction yield, written as a fraction of the theoretical maximum amount of product (1.0 means a 100% yield; for example, 0.34 means a 34% yield). From a dataset of Reaction yield outcomes from USPTO patents with 853,638 reactions. The reactants are B(F)(F)F.CCOCC.[CH:10]([O:17][CH2:18][CH3:19])([O:14][CH2:15][CH3:16])OCC.[CH3:20][C:21]([O:26][C:27](=[O:29])[CH3:28])([CH3:25])[C:22](=[O:24])[CH3:23].C(N(CC)C(C)C)(C)C.C(=O)([O-])O.[Na+]. The catalyst is ClCCl. The product is [CH2:18]([O:17][CH:10]([O:14][CH2:15][CH3:16])[CH2:23][C:22](=[O:24])[C:21]([O:26][C:27](=[O:29])[CH3:28])([CH3:25])[CH3:20])[CH3:19]. The yield is 1.00.